From a dataset of Reaction yield outcomes from USPTO patents with 853,638 reactions. Predict the reaction yield, written as a fraction of the theoretical maximum amount of product (1.0 means a 100% yield; for example, 0.34 means a 34% yield). (1) The reactants are [Li+].[CH3:2][C:3]1[N:7]([CH:8]([CH3:10])[CH3:9])[C:6]([C:11]2[CH:16]=[CH:15][N:14]=[C:13]([NH:17][CH:18]3[CH2:23][CH2:22][CH:21]([C:24]([O-:26])=O)[CH2:20][CH2:19]3)[N:12]=2)=[CH:5][N:4]=1.CN.C[CH2:30][N:31](C(C)C)C(C)C.CN(C(ON1N=NC2C=CC=CC1=2)=[N+](C)C)C.F[P-](F)(F)(F)(F)F. The catalyst is CN(C=O)C. The product is [CH3:30][NH:31][C:24]([CH:21]1[CH2:20][CH2:19][CH:18]([NH:17][C:13]2[N:12]=[C:11]([C:6]3[N:7]([CH:8]([CH3:10])[CH3:9])[C:3]([CH3:2])=[N:4][CH:5]=3)[CH:16]=[CH:15][N:14]=2)[CH2:23][CH2:22]1)=[O:26]. The yield is 0.410. (2) The reactants are [Cl:1][C:2]1[CH:3]=[C:4]2[C:9](=[CH:10][C:11]=1[O:12][C:13]1[CH:21]=[CH:20][C:16]([C:17](O)=[O:18])=[CH:15][CH:14]=1)[O:8][CH2:7][CH2:6][CH:5]2[C:22]([O:24][CH2:25][CH3:26])=[O:23].C(Cl)(=O)C(Cl)=O.[C:33]1([C:42]2[CH:47]=[CH:46][CH:45]=[CH:44][CH:43]=2)[CH:38]=[CH:37][C:36]([CH2:39][CH2:40][NH2:41])=[CH:35][CH:34]=1.C(N(CC)CC)C. The catalyst is ClCCl.CN(C=O)C. The product is [C:33]1([C:42]2[CH:43]=[CH:44][CH:45]=[CH:46][CH:47]=2)[CH:34]=[CH:35][C:36]([CH2:39][CH2:40][NH:41][C:17]([C:16]2[CH:15]=[CH:14][C:13]([O:12][C:11]3[CH:10]=[C:9]4[C:4]([CH:5]([C:22]([O:24][CH2:25][CH3:26])=[O:23])[CH2:6][CH2:7][O:8]4)=[CH:3][C:2]=3[Cl:1])=[CH:21][CH:20]=2)=[O:18])=[CH:37][CH:38]=1. The yield is 0.850. (3) The reactants are [CH:1]1([CH2:4][N:5]2[C:13]3[CH2:12][CH2:11][N:10]([C:14](=[O:16])[CH3:15])[CH2:9][C:8]=3[C:7]([NH:17][C:18]3[CH:23]=[CH:22][CH:21]=[C:20]([C:24]4[N:28](C5CCCCO5)[N:27]=[CH:26][CH:25]=4)[CH:19]=3)=[N:6]2)[CH2:3][CH2:2]1.Cl. The catalyst is CO. The product is [CH:1]1([CH2:4][N:5]2[C:13]3[CH2:12][CH2:11][N:10]([C:14](=[O:16])[CH3:15])[CH2:9][C:8]=3[C:7]([NH:17][C:18]3[CH:23]=[CH:22][CH:21]=[C:20]([C:24]4[NH:28][N:27]=[CH:26][CH:25]=4)[CH:19]=3)=[N:6]2)[CH2:3][CH2:2]1. The yield is 0.120. (4) The reactants are [C:1]([O:5][C:6]([NH:8][C@@H:9]1[CH2:14][CH2:13][C@H:12]([C:15](O)=[O:16])[CH2:11][CH2:10]1)=[O:7])([CH3:4])([CH3:3])[CH3:2].CN1CCOCC1.ClC(OCC(C)C)=O.[BH4-].[Na+]. The catalyst is C1COCC1.CO. The product is [C:1]([O:5][C:6]([NH:8][C@H:9]1[CH2:10][CH2:11][C@@H:12]([CH2:15][OH:16])[CH2:13][CH2:14]1)=[O:7])([CH3:4])([CH3:3])[CH3:2]. The yield is 1.00. (5) The reactants are [Br:1][C:2]1[CH:7]=[CH:6][N:5]=[CH:4][CH:3]=1.C([N-]C(C)C)(C)C.[Li+].CN(C)[CH:18]=[O:19]. The catalyst is C1COCC1. The product is [Br:1][C:2]1[CH:7]=[CH:6][N:5]=[CH:4][C:3]=1[CH:18]=[O:19]. The yield is 0.136. (6) The reactants are [OH:1][C:2]1[CH:11]=[C:10]2[C:5]([CH:6]=[C:7]([CH:12]=[O:13])[CH:8]=[N:9]2)=[CH:4][CH:3]=1.Br[CH2:15][CH2:16][CH2:17][CH2:18][CH2:19][CH2:20][CH3:21].C([O-])([O-])=O.[K+].[K+].O. The catalyst is CN(C=O)C. The product is [CH2:15]([O:1][C:2]1[CH:11]=[C:10]2[C:5]([CH:6]=[C:7]([CH:12]=[O:13])[CH:8]=[N:9]2)=[CH:4][CH:3]=1)[CH2:16][CH2:17][CH2:18][CH2:19][CH2:20][CH3:21]. The yield is 0.300. (7) The reactants are Cl[C:2]1[CH:7]=[C:6]([O:8][CH:9]2[CH2:14][CH2:13][O:12][CH2:11][CH2:10]2)[CH:5]=[CH:4][N:3]=1.Cl.Cl.[NH:17]1[CH2:20][CH:19]([C:21]2[NH:25][C:24]3[CH:26]=[CH:27][C:28]([Cl:30])=[CH:29][C:23]=3[N:22]=2)[CH2:18]1.C(=O)([O-])[O-].[Cs+].[Cs+].[Cl-].[NH4+]. The catalyst is CN1C(=O)CCC1.C(OCC)(=O)C. The product is [Cl:30][C:28]1[CH:27]=[CH:26][C:24]2[NH:25][C:21]([CH:19]3[CH2:18][N:17]([C:2]4[CH:7]=[C:6]([O:8][CH:9]5[CH2:14][CH2:13][O:12][CH2:11][CH2:10]5)[CH:5]=[CH:4][N:3]=4)[CH2:20]3)=[N:22][C:23]=2[CH:29]=1. The yield is 0.230. (8) The reactants are Br[C:2]1[CH:3]=[C:4]([C:16]([NH:18][CH2:19][C:20]2[C:21](=[O:28])[NH:22][C:23]([CH3:27])=[CH:24][C:25]=2[CH3:26])=[O:17])[C:5]2[CH:6]=[N:7][N:8]([CH:11]3[CH2:15][CH2:14][CH2:13][CH2:12]3)[C:9]=2[CH:10]=1.[CH3:29][C:30]1([CH3:47])[CH2:35][C:34](B2OC(C)(C)C(C)(C)O2)=[CH:33][C:32]([CH3:46])([CH3:45])[NH:31]1.C([O-])([O-])=O.[Na+].[Na+]. The catalyst is O1CCOCC1.C1C=CC([P]([Pd]([P](C2C=CC=CC=2)(C2C=CC=CC=2)C2C=CC=CC=2)([P](C2C=CC=CC=2)(C2C=CC=CC=2)C2C=CC=CC=2)[P](C2C=CC=CC=2)(C2C=CC=CC=2)C2C=CC=CC=2)(C2C=CC=CC=2)C2C=CC=CC=2)=CC=1. The product is [CH:11]1([N:8]2[C:9]3[CH:10]=[C:2]([C:34]4[CH2:33][C:32]([CH3:46])([CH3:45])[NH:31][C:30]([CH3:47])([CH3:29])[CH:35]=4)[CH:3]=[C:4]([C:16]([NH:18][CH2:19][C:20]4[C:21](=[O:28])[NH:22][C:23]([CH3:27])=[CH:24][C:25]=4[CH3:26])=[O:17])[C:5]=3[CH:6]=[N:7]2)[CH2:15][CH2:14][CH2:13][CH2:12]1. The yield is 0.776. (9) The reactants are [C:1]([O:5][C:6]([CH3:9])([CH3:8])[CH3:7])(=[O:4])[NH:2][NH2:3].C(O)(=O)C.[CH2:14]([N:21]1[CH2:26][CH2:25][C:24](=O)[CH2:23][CH2:22]1)[C:15]1[CH:20]=[CH:19][CH:18]=[CH:17][CH:16]=1.C(=O)(O)[O-].[Na+]. The catalyst is C(Cl)Cl. The product is [CH2:14]([N:21]1[CH2:26][CH2:25][C:24](=[N:3][NH:2][C:1]([O:5][C:6]([CH3:9])([CH3:8])[CH3:7])=[O:4])[CH2:23][CH2:22]1)[C:15]1[CH:20]=[CH:19][CH:18]=[CH:17][CH:16]=1. The yield is 1.00.